Regression. Given a peptide amino acid sequence and an MHC pseudo amino acid sequence, predict their binding affinity value. This is MHC class II binding data. From a dataset of Peptide-MHC class II binding affinity with 134,281 pairs from IEDB. (1) The peptide sequence is AWRREHKDLDKLNHYSFGDV. The MHC is DRB1_1101 with pseudo-sequence DRB1_1101. The binding affinity (normalized) is 0.166. (2) The peptide sequence is GKWKIIYFYPKDFTFVCPTE. The MHC is DRB1_0901 with pseudo-sequence DRB1_0901. The binding affinity (normalized) is 0.582.